Task: Predict the product of the given reaction.. Dataset: Forward reaction prediction with 1.9M reactions from USPTO patents (1976-2016) (1) Given the reactants [NH2:1][C@@H:2]1[CH2:8][CH:7]=[CH:6][CH2:5][N:4]([O:9][CH2:10][C:11]2[CH:16]=[CH:15][CH:14]=[CH:13][CH:12]=2)[C:3]1=[O:17].[F:18][C:19]1[CH:24]=[CH:23][C:22]([S:25](Cl)(=[O:27])=[O:26])=[CH:21][CH:20]=1.S(Cl)(Cl)(=O)=O, predict the reaction product. The product is: [CH2:10]([O:9][N:4]1[CH2:5][CH:6]=[CH:7][CH2:8][C@@H:2]([NH:1][S:25]([C:22]2[CH:23]=[CH:24][C:19]([F:18])=[CH:20][CH:21]=2)(=[O:27])=[O:26])[C:3]1=[O:17])[C:11]1[CH:16]=[CH:15][CH:14]=[CH:13][CH:12]=1. (2) Given the reactants C(OC([N:8]1[C:16]2[C:11](=[CH:12][CH:13]=[C:14]([Cl:17])[CH:15]=2)/[C:10](=[CH:18]/[CH2:19][C:20]([CH3:23])([CH3:22])[CH3:21])/[C:9]1=[O:24])=O)(C)(C)C.[Cl:25][C:26]1[C:27]([F:39])=[C:28](/[CH:32]=[N:33]/[CH2:34][Si](C)(C)C)[CH:29]=[CH:30][CH:31]=1.C(O)(=O)C.O, predict the reaction product. The product is: [Cl:17][C:14]1[CH:15]=[C:16]2[NH:8][C:9](=[O:24])[C:10]3([CH:18]([CH2:19][C:20]([CH3:22])([CH3:23])[CH3:21])[CH2:34][NH:33][CH:32]3[C:28]3[CH:29]=[CH:30][CH:31]=[C:26]([Cl:25])[C:27]=3[F:39])[C:11]2=[CH:12][CH:13]=1.